Task: Predict the reactants needed to synthesize the given product.. Dataset: Full USPTO retrosynthesis dataset with 1.9M reactions from patents (1976-2016) Given the product [Cl:26][C:23]1[CH:24]=[CH:25][C:20]([CH:7]2[C:5]3[N:6]=[C:2]([C:32]4[C:31]([F:30])=[CH:36][N:35]=[C:34]([O:37][CH3:38])[CH:33]=4)[N:3]([CH2:27][CH2:28][CH3:29])[C:4]=3[C:9](=[O:10])[N:8]2[C:11]2[CH:16]=[C:15]([CH3:17])[C:14](=[O:18])[N:13]([CH3:19])[CH:12]=2)=[CH:21][CH:22]=1, predict the reactants needed to synthesize it. The reactants are: Br[C:2]1[N:3]([CH2:27][CH2:28][CH3:29])[C:4]2[C:9](=[O:10])[N:8]([C:11]3[CH:16]=[C:15]([CH3:17])[C:14](=[O:18])[N:13]([CH3:19])[CH:12]=3)[CH:7]([C:20]3[CH:25]=[CH:24][C:23]([Cl:26])=[CH:22][CH:21]=3)[C:5]=2[N:6]=1.[F:30][C:31]1[C:32](B(O)O)=[CH:33][C:34]([O:37][CH3:38])=[N:35][CH:36]=1.